This data is from Peptide-MHC class I binding affinity with 185,985 pairs from IEDB/IMGT. The task is: Regression. Given a peptide amino acid sequence and an MHC pseudo amino acid sequence, predict their binding affinity value. This is MHC class I binding data. (1) The peptide sequence is FHKRDMRLL. The MHC is HLA-B27:05 with pseudo-sequence HLA-B27:05. The binding affinity (normalized) is 0.0847. (2) The peptide sequence is FLAAECPFL. The MHC is HLA-B18:01 with pseudo-sequence HLA-B18:01. The binding affinity (normalized) is 0.0847.